Dataset: Catalyst prediction with 721,799 reactions and 888 catalyst types from USPTO. Task: Predict which catalyst facilitates the given reaction. (1) Reactant: [C:1]([O:5][C:6]([N:8]1[CH2:17][CH2:16][N:15]2[C@H:10]([CH2:11][O:12][C@@:13]([C:19]3[CH:24]=[CH:23][C:22]([F:25])=[C:21]([C:26]#[N:27])[C:20]=3[CH3:28])(O)[CH2:14]2)[CH2:9]1)=[O:7])([CH3:4])([CH3:3])[CH3:2].C(N(CC)CC)C. The catalyst class is: 2. Product: [C:1]([O:5][C:6]([N:8]1[CH2:17][CH2:16][N:15]2[C@H:10]([CH2:11][O:12][C:13]([C:19]3[CH:24]=[CH:23][C:22]([F:25])=[C:21]([C:26]#[N:27])[C:20]=3[CH3:28])=[CH:14]2)[CH2:9]1)=[O:7])([CH3:4])([CH3:3])[CH3:2]. (2) Reactant: [H-].[Na+].[C:3]([O:11][CH2:12][CH3:13])(=[O:10])[CH2:4][C:5]([O:7][CH2:8][CH3:9])=[O:6].Cl[C:15]1[C:20]([N+:21]([O-:23])=[O:22])=[CH:19][N:18]=[C:17]([O:24][CH:25]([CH3:27])[CH3:26])[CH:16]=1.[NH4+].[Cl-]. Product: [CH:25]([O:24][C:17]1[CH:16]=[C:15]([CH:4]([C:5]([O:7][CH2:8][CH3:9])=[O:6])[C:3]([O:11][CH2:12][CH3:13])=[O:10])[C:20]([N+:21]([O-:23])=[O:22])=[CH:19][N:18]=1)([CH3:27])[CH3:26]. The catalyst class is: 16. (3) Reactant: [Cl:1][C:2]1[CH:7]=[CH:6][C:5]([C:8]([C:27]2[CH:28]=[N:29][C:30]3[C:35]([CH:36]=2)=[CH:34][CH:33]=[C:32]([C:37]([F:40])([F:39])[F:38])[CH:31]=3)(O)[C@@H:9]([C:13]2[CH:25]=[CH:24][C:16]([C:17]([O:19]C(C)(C)C)=[O:18])=[CH:15][CH:14]=2)[CH2:10][CH2:11][CH3:12])=[CH:4][CH:3]=1.C([SiH](CC)CC)C. Product: [Cl:1][C:2]1[CH:7]=[CH:6][C:5]([CH:8]([C:27]2[CH:28]=[N:29][C:30]3[C:35]([CH:36]=2)=[CH:34][CH:33]=[C:32]([C:37]([F:40])([F:38])[F:39])[CH:31]=3)[C@@H:9]([C:13]2[CH:14]=[CH:15][C:16]([C:17]([OH:19])=[O:18])=[CH:24][CH:25]=2)[CH2:10][CH2:11][CH3:12])=[CH:4][CH:3]=1. The catalyst class is: 2. (4) Reactant: Br[C:2]1[CH:3]=[CH:4][CH:5]=[C:6]2[C:11]=1[N:10]=[CH:9][CH:8]=[CH:7]2.C([Li])CCC.[CH3:17][C:18]1[C:19](=O)[CH2:20][CH:21]([CH3:24])[C:22]=1[CH3:23].Cl.N. Product: [CH3:17][C:18]1[C:22]([CH3:23])=[C:21]([CH3:24])[CH2:20][C:19]=1[C:2]1[CH:3]=[CH:4][CH:5]=[C:6]2[C:11]=1[N:10]=[CH:9][CH:8]=[CH:7]2. The catalyst class is: 7. (5) Reactant: [CH3:1][O:2][C:3]1[CH:4]=[C:5]([CH:8]=[C:9]([O:17][CH3:18])[C:10]=1[O:11][CH2:12][C:13]([CH3:16])([CH3:15])[CH3:14])[CH:6]=O.[ClH:19].CO.C(O[CH:25](OCC)[CH2:26][NH:27][CH2:28][C:29]1[CH:34]=[CH:33][CH:32]=[C:31]([O:35][CH2:36][CH3:37])[C:30]=1[OH:38])C. Product: [ClH:19].[CH3:1][O:2][C:3]1[CH:4]=[C:5]([CH:8]=[C:9]([O:17][CH3:18])[C:10]=1[O:11][CH2:12][C:13]([CH3:16])([CH3:15])[CH3:14])[CH2:6][C:25]1[C:34]2[C:29](=[C:30]([OH:38])[C:31]([O:35][CH2:36][CH3:37])=[CH:32][CH:33]=2)[CH:28]=[N:27][CH:26]=1. The catalyst class is: 14. (6) Reactant: C([O:3][C:4]([C:6]1([C:9]2[CH:14]=[CH:13][C:12]([C:15]3[CH:20]=[CH:19][C:18]([C:21]4[S:22][C:23]([F:39])=[CH:24][C:25]=4[NH:26][C:27]([O:29][C@@H:30]([C:32]4[CH:37]=[CH:36][CH:35]=[CH:34][C:33]=4[Cl:38])[CH3:31])=[O:28])=[CH:17][C:16]=3[O:40][CH3:41])=[CH:11][CH:10]=2)[CH2:8][CH2:7]1)=[O:5])C.[OH-].[Na+].Cl. Product: [Cl:38][C:33]1[CH:34]=[CH:35][CH:36]=[CH:37][C:32]=1[C@H:30]([O:29][C:27]([NH:26][C:25]1[CH:24]=[C:23]([F:39])[S:22][C:21]=1[C:18]1[CH:19]=[CH:20][C:15]([C:12]2[CH:11]=[CH:10][C:9]([C:6]3([C:4]([OH:5])=[O:3])[CH2:8][CH2:7]3)=[CH:14][CH:13]=2)=[C:16]([O:40][CH3:41])[CH:17]=1)=[O:28])[CH3:31]. The catalyst class is: 32. (7) Reactant: [O:1]=[C:2]1[C:8](=[CH:9][O:10]CCO[Si](C)(C)C)[C:7](=[O:18])[N:6]([C:19]2[CH:24]=[CH:23][CH:22]=[CH:21][CH:20]=2)[CH:5]=[CH:4][N:3]1[CH2:25][C:26]([N:28]([CH:37]([CH3:39])[CH3:38])[C:29]1[CH:34]=[CH:33][C:32]([O:35][CH3:36])=[CH:31][CH:30]=1)=[O:27]. Product: [O:1]=[C:2]1[C:8](=[CH:9][OH:10])[C:7](=[O:18])[N:6]([C:19]2[CH:20]=[CH:21][CH:22]=[CH:23][CH:24]=2)[CH:5]=[CH:4][N:3]1[CH2:25][C:26]([N:28]([CH:37]([CH3:39])[CH3:38])[C:29]1[CH:30]=[CH:31][C:32]([O:35][CH3:36])=[CH:33][CH:34]=1)=[O:27]. The catalyst class is: 55. (8) Reactant: [Si]([O:8][C:9]1[C:10]([NH2:33])=[N:11][C:12]([C:16]2[C:24]3[C:19](=[N:20][CH:21]=[CH:22][CH:23]=3)[N:18]([CH2:25][C:26]3[CH:31]=[CH:30][CH:29]=[CH:28][C:27]=3[F:32])[N:17]=2)=[N:13][C:14]=1[NH2:15])(C(C)(C)C)(C)C.Cl. Product: [NH2:33][C:10]1[C:9]([OH:8])=[C:14]([NH2:15])[N:13]=[C:12]([C:16]2[C:24]3[C:19](=[N:20][CH:21]=[CH:22][CH:23]=3)[N:18]([CH2:25][C:26]3[CH:31]=[CH:30][CH:29]=[CH:28][C:27]=3[F:32])[N:17]=2)[N:11]=1. The catalyst class is: 7. (9) Reactant: Cl[C:2]1[CH:11]=[CH:10][N:9]=[C:8]2[C:3]=1[CH:4]=[CH:5][C:6]([C:12]1[C:17]([Cl:18])=[CH:16][CH:15]=[CH:14][N:13]=1)=[N:7]2.[NH2:19][C:20]1[CH:25]=[CH:24][C:23]([C:26]([F:29])([F:28])[F:27])=[CH:22][N:21]=1. Product: [Cl:18][C:17]1[C:12]([C:6]2[N:7]=[C:8]3[C:3]([C:2]([NH:19][C:20]4[CH:25]=[CH:24][C:23]([C:26]([F:28])([F:27])[F:29])=[CH:22][N:21]=4)=[CH:11][CH:10]=[N:9]3)=[CH:4][CH:5]=2)=[N:13][CH:14]=[CH:15][CH:16]=1. The catalyst class is: 25. (10) Reactant: [CH3:1][O:2][C:3]1[CH:4]=[C:5]([CH:35]=[CH:36][C:37]=1[C:38]([CH3:41])([CH3:40])[CH3:39])[C:6]([N:8]1[C@@H:12]([C:13]2[S:14][C:15]([CH3:18])=[CH:16][N:17]=2)[C@@H:11]([CH2:19][O:20][CH3:21])[CH2:10][C@@:9]1([CH2:29][C:30]1[N:31]=[CH:32][S:33][CH:34]=1)[C:22]([O:24]C(C)(C)C)=[O:23])=[O:7].FC(F)(F)C(O)=O. Product: [CH3:1][O:2][C:3]1[CH:4]=[C:5]([CH:35]=[CH:36][C:37]=1[C:38]([CH3:41])([CH3:40])[CH3:39])[C:6]([N:8]1[C@@H:12]([C:13]2[S:14][C:15]([CH3:18])=[CH:16][N:17]=2)[C@@H:11]([CH2:19][O:20][CH3:21])[CH2:10][C@@:9]1([CH2:29][C:30]1[N:31]=[CH:32][S:33][CH:34]=1)[C:22]([OH:24])=[O:23])=[O:7]. The catalyst class is: 4.